Dataset: Full USPTO retrosynthesis dataset with 1.9M reactions from patents (1976-2016). Task: Predict the reactants needed to synthesize the given product. (1) The reactants are: [Cl:1][C:2]1[C:27]([OH:28])=[CH:26][C:5]2[C:6]([C:9]3[CH:14]=[CH:13][C:12]([O:15][C:16]4[CH:21]=[CH:20][C:19]([Cl:22])=[CH:18][CH:17]=4)=[CH:11][C:10]=3[CH2:23][CH2:24][CH3:25])=[N:7][O:8][C:4]=2[CH:3]=1.[C:29]([O:34]C)(=[O:33])[C@H:30]([CH3:32])O. Given the product [Cl:1][C:2]1[C:27]([O:28][C@H:30]([CH3:32])[C:29]([OH:34])=[O:33])=[CH:26][C:5]2[C:6]([C:9]3[CH:14]=[CH:13][C:12]([O:15][C:16]4[CH:17]=[CH:18][C:19]([Cl:22])=[CH:20][CH:21]=4)=[CH:11][C:10]=3[CH2:23][CH2:24][CH3:25])=[N:7][O:8][C:4]=2[CH:3]=1, predict the reactants needed to synthesize it. (2) The reactants are: [F:1][C:2]([F:19])([C:15]([F:18])([F:17])[F:16])[C:3]([F:14])([F:13])[C:4]1[C:8]([N+:9]([O-])=O)=[C:7]([CH3:12])[NH:6][N:5]=1. Given the product [F:19][C:2]([F:1])([C:15]([F:17])([F:18])[F:16])[C:3]([F:13])([F:14])[C:4]1[C:8]([NH2:9])=[C:7]([CH3:12])[NH:6][N:5]=1, predict the reactants needed to synthesize it. (3) Given the product [Cl:1][C:2]1[CH:3]=[C:4]([CH:8]=[C:9]([CH2:11][O:12][CH3:15])[N:10]=1)[C:5]([OH:7])=[O:6], predict the reactants needed to synthesize it. The reactants are: [Cl:1][C:2]1[CH:3]=[C:4]([CH:8]=[C:9]([CH2:11][OH:12])[N:10]=1)[C:5]([OH:7])=[O:6].[H-].[Na+].[CH3:15]I. (4) Given the product [CH3:3][O:4][C:5]1[CH:6]=[CH:7][C:8]([CH2:12][C:13]2[CH:18]=[CH:17][CH:16]=[C:15]([O:19][CH3:20])[CH:14]=2)=[C:9]([CH:10]=1)[O:11][C:32]1[CH:33]=[CH:34][C:29]([OH:28])=[CH:30][CH:31]=1, predict the reactants needed to synthesize it. The reactants are: [H-].[Na+].[CH3:3][O:4][C:5]1[CH:6]=[CH:7][C:8]([CH2:12][C:13]2[CH:18]=[CH:17][CH:16]=[C:15]([O:19][CH3:20])[CH:14]=2)=[C:9]([OH:11])[CH:10]=1.C([O:28][C:29]1[CH:34]=[CH:33][C:32](Br)=[CH:31][CH:30]=1)C1C=CC=CC=1.C(P(C(C)(C)C)C1C=CC=CC=1C1C=CC=CC=1)(C)(C)C. (5) Given the product [O:22]1[CH:26]=[CH:25][C:24]([C:2]2[C:3]([C:16]3[CH:17]=[CH:18][CH:19]=[CH:20][CH:21]=3)=[N:4][C:5]3[C:10]([N:11]=2)=[CH:9][C:8]([C:12]([OH:14])=[O:13])=[CH:7][CH:6]=3)=[CH:23]1, predict the reactants needed to synthesize it. The reactants are: Br[C:2]1[C:3]([C:16]2[CH:21]=[CH:20][CH:19]=[CH:18][CH:17]=2)=[N:4][C:5]2[C:10]([N:11]=1)=[CH:9][C:8]([C:12]([O:14]C)=[O:13])=[CH:7][CH:6]=2.[O:22]1[CH:26]=[CH:25][C:24](B(O)O)=[CH:23]1. (6) Given the product [CH2:3]([O:17][C:18]1[CH:19]=[CH:20][C:21]2[C:22](=[O:37])[C:23]3[C:28]([S:29][C:30]=2[CH:31]=1)=[CH:27][CH:26]=[CH:25][CH:24]=3)[CH3:16], predict the reactants needed to synthesize it. The reactants are: CO[C:3]1C=CC2CC3C(SC=2[CH:16]=1)=CC=CC=3.[OH:17][C:18]1[CH:19]=[CH:20][C:21]2[CH2:22][C:23]3[C:28]([S:29][C:30]=2[CH:31]=1)=[CH:27][CH:26]=[CH:25][CH:24]=3.Br.ICC.C([O-])([O-])=[O:37].[K+].[K+]. (7) Given the product [CH:14]1([CH2:17][N:18]2[CH2:23][CH2:22][N:21]([C:24]([C@H:26]3[CH2:30][CH2:29][N:28]([C:2]4[CH:7]=[CH:6][C:5]([C:8]5[O:12][N:11]=[C:10]([CH3:13])[N:9]=5)=[CH:4][CH:3]=4)[CH2:27]3)=[O:25])[CH2:20][CH2:19]2)[CH2:15][CH2:16]1, predict the reactants needed to synthesize it. The reactants are: Br[C:2]1[CH:7]=[CH:6][C:5]([C:8]2[O:12][N:11]=[C:10]([CH3:13])[N:9]=2)=[CH:4][CH:3]=1.[CH:14]1([CH2:17][N:18]2[CH2:23][CH2:22][N:21]([C:24]([C@H:26]3[CH2:30][CH2:29][NH:28][CH2:27]3)=[O:25])[CH2:20][CH2:19]2)[CH2:16][CH2:15]1. (8) Given the product [Cl:21][C:3]1[C:14]2[CH:13]=[C:12]([C:15]([O:17][CH3:18])=[O:16])[CH2:11][CH2:10][CH2:9][NH:8][C:7]=2[N:6]=[CH:5][N:4]=1, predict the reactants needed to synthesize it. The reactants are: CO[C:3]1[C:14]2[CH:13]=[C:12]([C:15]([O:17][CH3:18])=[O:16])[CH2:11][CH2:10][CH2:9][NH:8][C:7]=2[N:6]=[CH:5][N:4]=1.P(Cl)(Cl)([Cl:21])=O. (9) Given the product [CH3:8][O:9][C:10](=[O:46])[N:11]([CH2:34][C:35]1[CH:40]=[C:39]([C:41]([F:44])([F:43])[F:42])[CH:38]=[C:37]([Cl:47])[CH:36]=1)[CH2:12][C:13]1[CH:18]=[C:17]([C:19]([F:22])([F:21])[F:20])[CH:16]=[CH:15][C:14]=1[C:23]1[CH:28]=[C:27]([CH:29]([CH3:31])[CH3:30])[CH:26]=[CH:25][C:24]=1[O:32][CH3:33], predict the reactants needed to synthesize it. The reactants are: N(OC(C)(C)C)=O.[CH3:8][O:9][C:10](=[O:46])[N:11]([CH2:34][C:35]1[CH:40]=[C:39]([C:41]([F:44])([F:43])[F:42])[CH:38]=[C:37](N)[CH:36]=1)[CH2:12][C:13]1[CH:18]=[C:17]([C:19]([F:22])([F:21])[F:20])[CH:16]=[CH:15][C:14]=1[C:23]1[CH:28]=[C:27]([CH:29]([CH3:31])[CH3:30])[CH:26]=[CH:25][C:24]=1[O:32][CH3:33].[ClH:47]. (10) Given the product [N+:11]([C:3]1[CH:4]=[C:5]([C:7]([O:9][CH3:10])=[O:8])[S:6][C:2]=1[CH3:1])([O-:13])=[O:12], predict the reactants needed to synthesize it. The reactants are: [CH3:1][C:2]1[S:6][C:5]([C:7]([O:9][CH3:10])=[O:8])=[CH:4][CH:3]=1.[N+:11]([O-])([OH:13])=[O:12].